Dataset: CYP2C9 inhibition data for predicting drug metabolism from PubChem BioAssay. Task: Regression/Classification. Given a drug SMILES string, predict its absorption, distribution, metabolism, or excretion properties. Task type varies by dataset: regression for continuous measurements (e.g., permeability, clearance, half-life) or binary classification for categorical outcomes (e.g., BBB penetration, CYP inhibition). Dataset: cyp2c9_veith. (1) The molecule is COc1cccc(Cn2nnc3c(=O)[nH]c(C4CCCN(C(=O)c5ccccc5Cl)C4)nc32)c1. The result is 1 (inhibitor). (2) The drug is Cc1nc2sc3c(c2c(=O)[nH]1)CCCC3. The result is 0 (non-inhibitor). (3) The result is 1 (inhibitor). The compound is Nc1cccnc1Sc1ccc(Cl)cc1. (4) The compound is CCCOc1ccc2[nH]cc(C3=CCNCC3)c2n1. The result is 1 (inhibitor). (5) The drug is COc1ccc(CNc2ccnc(-c3ccccc3CN(C)C)n2)c(OC)c1. The result is 0 (non-inhibitor). (6) The molecule is Oc1ccc2ccccc2c1Cc1c(O)ccc2ccccc12. The result is 1 (inhibitor). (7) The result is 0 (non-inhibitor). The drug is CN(C)c1ncc2ncc(=O)n(C)c2n1. (8) The compound is C[N+]1(C)CCC(OC(=O)C(c2ccccc2)c2ccccc2)CC1. The result is 0 (non-inhibitor). (9) The compound is CCCS(=O)(=O)N1CCCC(C(=O)NCCN(C)Cc2ccccc2)C1. The result is 0 (non-inhibitor).